This data is from NCI-60 drug combinations with 297,098 pairs across 59 cell lines. The task is: Regression. Given two drug SMILES strings and cell line genomic features, predict the synergy score measuring deviation from expected non-interaction effect. (1) Drug 1: CC1C(C(CC(O1)OC2CC(CC3=C2C(=C4C(=C3O)C(=O)C5=C(C4=O)C(=CC=C5)OC)O)(C(=O)C)O)N)O.Cl. Drug 2: C1=NC2=C(N1)C(=S)N=C(N2)N. Cell line: SF-268. Synergy scores: CSS=56.4, Synergy_ZIP=-10.8, Synergy_Bliss=-2.06, Synergy_Loewe=-3.44, Synergy_HSA=1.87. (2) Drug 1: COCCOC1=C(C=C2C(=C1)C(=NC=N2)NC3=CC=CC(=C3)C#C)OCCOC. Synergy scores: CSS=56.4, Synergy_ZIP=-1.10, Synergy_Bliss=0.568, Synergy_Loewe=-10.6, Synergy_HSA=4.04. Cell line: SK-OV-3. Drug 2: C1CCC(C(C1)[NH-])[NH-].C(=O)(C(=O)[O-])[O-].[Pt+4].